Dataset: NCI-60 drug combinations with 297,098 pairs across 59 cell lines. Task: Regression. Given two drug SMILES strings and cell line genomic features, predict the synergy score measuring deviation from expected non-interaction effect. (1) Drug 1: CC1=C(N=C(N=C1N)C(CC(=O)N)NCC(C(=O)N)N)C(=O)NC(C(C2=CN=CN2)OC3C(C(C(C(O3)CO)O)O)OC4C(C(C(C(O4)CO)O)OC(=O)N)O)C(=O)NC(C)C(C(C)C(=O)NC(C(C)O)C(=O)NCCC5=NC(=CS5)C6=NC(=CS6)C(=O)NCCC[S+](C)C)O. Drug 2: B(C(CC(C)C)NC(=O)C(CC1=CC=CC=C1)NC(=O)C2=NC=CN=C2)(O)O. Cell line: NCI-H460. Synergy scores: CSS=89.1, Synergy_ZIP=3.33, Synergy_Bliss=3.62, Synergy_Loewe=5.45, Synergy_HSA=7.28. (2) Drug 1: CC(C1=C(C=CC(=C1Cl)F)Cl)OC2=C(N=CC(=C2)C3=CN(N=C3)C4CCNCC4)N. Drug 2: C1CCC(C(C1)N)N.C(=O)(C(=O)[O-])[O-].[Pt+4]. Cell line: SK-OV-3. Synergy scores: CSS=9.41, Synergy_ZIP=-1.14, Synergy_Bliss=4.14, Synergy_Loewe=5.56, Synergy_HSA=4.63. (3) Drug 1: CCCS(=O)(=O)NC1=C(C(=C(C=C1)F)C(=O)C2=CNC3=C2C=C(C=N3)C4=CC=C(C=C4)Cl)F. Drug 2: C1CCC(C1)C(CC#N)N2C=C(C=N2)C3=C4C=CNC4=NC=N3. Cell line: SF-295. Synergy scores: CSS=5.24, Synergy_ZIP=-0.892, Synergy_Bliss=3.19, Synergy_Loewe=3.14, Synergy_HSA=3.17. (4) Drug 1: CC1=CC2C(CCC3(C2CCC3(C(=O)C)OC(=O)C)C)C4(C1=CC(=O)CC4)C. Drug 2: CS(=O)(=O)OCCCCOS(=O)(=O)C. Cell line: 786-0. Synergy scores: CSS=5.38, Synergy_ZIP=-2.16, Synergy_Bliss=-3.20, Synergy_Loewe=-8.13, Synergy_HSA=-4.59. (5) Drug 1: CCC(=C(C1=CC=CC=C1)C2=CC=C(C=C2)OCCN(C)C)C3=CC=CC=C3.C(C(=O)O)C(CC(=O)O)(C(=O)O)O. Drug 2: CCCCC(=O)OCC(=O)C1(CC(C2=C(C1)C(=C3C(=C2O)C(=O)C4=C(C3=O)C=CC=C4OC)O)OC5CC(C(C(O5)C)O)NC(=O)C(F)(F)F)O. Cell line: SK-MEL-5. Synergy scores: CSS=78.3, Synergy_ZIP=5.00, Synergy_Bliss=4.74, Synergy_Loewe=-0.0137, Synergy_HSA=6.36. (6) Drug 1: C1=NC2=C(N=C(N=C2N1C3C(C(C(O3)CO)O)F)Cl)N. Drug 2: CCN(CC)CCCC(C)NC1=C2C=C(C=CC2=NC3=C1C=CC(=C3)Cl)OC. Cell line: NCIH23. Synergy scores: CSS=30.3, Synergy_ZIP=-7.59, Synergy_Bliss=-2.13, Synergy_Loewe=-1.76, Synergy_HSA=-1.71. (7) Drug 1: C1C(C(OC1N2C=NC3=C(N=C(N=C32)Cl)N)CO)O. Drug 2: CS(=O)(=O)CCNCC1=CC=C(O1)C2=CC3=C(C=C2)N=CN=C3NC4=CC(=C(C=C4)OCC5=CC(=CC=C5)F)Cl. Cell line: K-562. Synergy scores: CSS=18.9, Synergy_ZIP=1.13, Synergy_Bliss=-0.146, Synergy_Loewe=-19.7, Synergy_HSA=-6.55.